From a dataset of Reaction yield outcomes from USPTO patents with 853,638 reactions. Predict the reaction yield, written as a fraction of the theoretical maximum amount of product (1.0 means a 100% yield; for example, 0.34 means a 34% yield). (1) The reactants are [NH:1]1[CH:5]=[C:4]([C:6]2[CH:7]=[N:8][CH:9]=[CH:10][CH:11]=2)[N:3]=[CH:2]1.[H-].[Na+].[CH2:14](Br)[C:15]#[CH:16]. The catalyst is C1COCC1. The product is [CH2:16]([N:1]1[CH:5]=[C:4]([C:6]2[CH:7]=[N:8][CH:9]=[CH:10][CH:11]=2)[N:3]=[CH:2]1)[C:15]#[CH:14]. The yield is 0.470. (2) The reactants are [H-].[Na+].[C:3]([O:7][C:8](=[O:21])[NH:9][CH2:10][CH2:11][O:12][C:13]1[CH:14]=[N:15][C:16]([F:20])=[CH:17][C:18]=1[I:19])([CH3:6])([CH3:5])[CH3:4].[CH3:22]I. The catalyst is CN(C=O)C. The product is [C:3]([O:7][C:8](=[O:21])[N:9]([CH2:10][CH2:11][O:12][C:13]1[CH:14]=[N:15][C:16]([F:20])=[CH:17][C:18]=1[I:19])[CH3:22])([CH3:6])([CH3:4])[CH3:5]. The yield is 0.380.